From a dataset of Full USPTO retrosynthesis dataset with 1.9M reactions from patents (1976-2016). Predict the reactants needed to synthesize the given product. (1) Given the product [CH2:34]([N:8]1[CH2:7][CH2:6][N:5]([C:9]([O:11][C:12]([CH3:15])([CH3:14])[CH3:13])=[O:10])[CH2:4][C@H:3]1[CH2:2][OH:1])[C:16]1[CH:17]=[CH:31][CH:30]=[CH:41][CH:40]=1, predict the reactants needed to synthesize it. The reactants are: [OH:1][CH2:2][C@H:3]1[NH:8][CH2:7][CH2:6][N:5]([C:9]([O:11][C:12]([CH3:15])([CH3:14])[CH3:13])=[O:10])[CH2:4]1.[C:16](O)(=O)[CH3:17].C(O[BH-](O[C:30](=O)[CH3:31])OC(=O)C)(=O)C.[Na+].[C:34](=O)(O)[O-].[Na+].Cl[CH2:40][CH2:41]Cl. (2) Given the product [Cl:1][C:2]1[CH:3]=[CH:4][C:5]([C:9]2[NH:13][N:12]=[N:11][N:10]=2)=[C:6]([NH:7][C:19]([C:18]2[S:14][C:15]3[CH:25]=[CH:24][CH:23]=[CH:22][C:16]=3[CH:17]=2)=[O:20])[CH:8]=1, predict the reactants needed to synthesize it. The reactants are: [Cl:1][C:2]1[CH:3]=[CH:4][C:5]([C:9]2[NH:13][N:12]=[N:11][N:10]=2)=[C:6]([CH:8]=1)[NH2:7].[S:14]1[C:18]([C:19](Cl)=[O:20])=[CH:17][C:16]2[CH:22]=[CH:23][CH:24]=[CH:25][C:15]1=2. (3) The reactants are: [O:1]=[C:2]1[NH:8][CH2:7][CH2:6][CH2:5][N:4](C(OC(C)(C)C)=O)[CH2:3]1.[ClH:16]. Given the product [ClH:16].[NH:8]1[CH2:7][CH2:6][CH2:5][NH:4][CH2:3][C:2]1=[O:1], predict the reactants needed to synthesize it. (4) Given the product [Cl:3][C:2]1([C:4]([Cl:5])=[CH:6][CH2:14][C:13](=[O:12])[C:15]2[CH:20]=[CH:19][CH:18]=[CH:17][CH:16]=2)[O:9][C:1]1=[O:8], predict the reactants needed to synthesize it. The reactants are: [C:1]([OH:9])(=[O:8])/[C:2](=[C:4](\[CH:6]=O)/[Cl:5])/[Cl:3].C[Si](C)(C)[O:12][C:13]([C:15]1[CH:20]=[CH:19][CH:18]=[CH:17][CH:16]=1)=[CH2:14]. (5) Given the product [Cl:8][C:5]1[CH:6]=[CH:7][C:2]2[N:3]([CH:10]=[CH:11][N:1]=2)[N:4]=1, predict the reactants needed to synthesize it. The reactants are: [NH2:1][C:2]1[N:3]=[N:4][C:5]([Cl:8])=[CH:6][CH:7]=1.Cl[CH2:10][CH:11]=O.C(=O)(O)[O-].[Na+].C(Cl)Cl. (6) Given the product [NH:1]([CH2:2][CH2:3][CH2:4][CH2:5][CH2:6][C:7]([OH:9])=[O:8])[C:17]([NH2:22])=[NH:16], predict the reactants needed to synthesize it. The reactants are: [NH2:1][CH2:2][CH2:3][CH2:4][CH2:5][CH2:6][C:7]([OH:9])=[O:8].C(=O)([O-])[O-].[Na+].[Na+].[NH2:16][C:17](=[NH:22])S(O)(=O)=O.